Predict the reaction yield, written as a fraction of the theoretical maximum amount of product (1.0 means a 100% yield; for example, 0.34 means a 34% yield). From a dataset of Reaction yield outcomes from USPTO patents with 853,638 reactions. (1) The reactants are [CH2:1]([C:5]1[O:9][N:8]=[C:7]([C:10]([O:12]C)=[O:11])[C:6]=1[C:14]([F:17])([F:16])[F:15])[CH:2]([CH3:4])[CH3:3].O.[OH-].[Li+]. The catalyst is CO.O. The product is [CH2:1]([C:5]1[O:9][N:8]=[C:7]([C:10]([OH:12])=[O:11])[C:6]=1[C:14]([F:17])([F:16])[F:15])[CH:2]([CH3:4])[CH3:3]. The yield is 0.970. (2) The reactants are [C:1]([C:5]1[CH:10]=[CH:9][C:8](N2C(C)=CC=C2C)=[C:7]([N+:18]([O-])=O)[CH:6]=1)([CH3:4])([CH3:3])[CH3:2].CCO[C:24]([CH3:26])=O. The catalyst is [Pd]. The product is [C:1]([C:5]1[CH:10]=[CH:9][C:8]([C:5]2[CH:6]=[C:7]([CH3:8])[NH:18][C:24]=2[CH3:26])=[C:7]([CH:6]=1)[NH2:18])([CH3:2])([CH3:3])[CH3:4]. The yield is 0.990. (3) The reactants are [BH4-].[Na+].C[O:4][C:5](=O)[CH:6]([N:27]1[CH2:32][CH2:31][N:30]([C:33]2[CH:38]=[CH:37][CH:36]=[C:35]([C:39]([F:42])([F:41])[F:40])[CH:34]=2)[CH:29]([CH3:43])[C:28]1=[O:44])[CH2:7][CH2:8][O:9][Si:10]([C:23]([CH3:26])([CH3:25])[CH3:24])([C:17]1[CH:22]=[CH:21][CH:20]=[CH:19][CH:18]=1)[C:11]1[CH:16]=[CH:15][CH:14]=[CH:13][CH:12]=1. The catalyst is CCO. The product is [C:23]([Si:10]([C:17]1[CH:18]=[CH:19][CH:20]=[CH:21][CH:22]=1)([C:11]1[CH:16]=[CH:15][CH:14]=[CH:13][CH:12]=1)[O:9][CH2:8][CH2:7][CH:6]([N:27]1[CH2:32][CH2:31][N:30]([C:33]2[CH:38]=[CH:37][CH:36]=[C:35]([C:39]([F:41])([F:40])[F:42])[CH:34]=2)[CH:29]([CH3:43])[C:28]1=[O:44])[CH2:5][OH:4])([CH3:24])([CH3:25])[CH3:26]. The yield is 0.490. (4) The reactants are [Cl:1][C:2]1[CH:3]=[C:4]([NH2:12])[C:5]2[N:6]([C:8]([CH3:11])=[N:9][N:10]=2)[N:7]=1.[CH3:13][C:14]([O:17][C:18](O[C:18]([O:17][C:14]([CH3:16])([CH3:15])[CH3:13])=[O:19])=[O:19])([CH3:16])[CH3:15]. The catalyst is CN(C1C=CN=CC=1)C.C1COCC1. The product is [Cl:1][C:2]1[CH:3]=[C:4]([NH:12][C:18](=[O:19])[O:17][C:14]([CH3:16])([CH3:15])[CH3:13])[C:5]2[N:6]([C:8]([CH3:11])=[N:9][N:10]=2)[N:7]=1. The yield is 0.660.